From a dataset of CYP2D6 inhibition data for predicting drug metabolism from PubChem BioAssay. Regression/Classification. Given a drug SMILES string, predict its absorption, distribution, metabolism, or excretion properties. Task type varies by dataset: regression for continuous measurements (e.g., permeability, clearance, half-life) or binary classification for categorical outcomes (e.g., BBB penetration, CYP inhibition). Dataset: cyp2d6_veith. (1) The drug is c1ccc2c(c1)CCC[C@H]2C1=NCCN1. The result is 1 (inhibitor). (2) The compound is CCOc1cc(C)ccc1OCc1nnc(SCC(=O)c2cccc([N+](=O)[O-])c2)n1C. The result is 0 (non-inhibitor). (3) The molecule is CC(=O)ON(C(C)=O)S(=O)(=O)c1ccc(Cl)cc1. The result is 0 (non-inhibitor). (4) The compound is Cc1nn(C)cc1CNC(=O)CCC(=O)O. The result is 0 (non-inhibitor).